Dataset: Reaction yield outcomes from USPTO patents with 853,638 reactions. Task: Predict the reaction yield, written as a fraction of the theoretical maximum amount of product (1.0 means a 100% yield; for example, 0.34 means a 34% yield). The reactants are [F:1][C:2]([F:21])([F:20])[S:3]([C:6]1[CH:11]=[CH:10][CH:9]=[CH:8][C:7]=1[C:12]1[CH:17]=[CH:16][C:15]([NH2:18])=[C:14]([NH2:19])[CH:13]=1)(=[O:5])=[O:4].Cl.C(O[C:26](=N)[CH2:27][O:28][C:29]1[CH:34]=[CH:33][C:32]([C:35]([F:38])([F:37])[F:36])=[CH:31][CH:30]=1)C. The catalyst is CCO. The product is [F:21][C:2]([F:20])([F:1])[S:3]([C:6]1[CH:11]=[CH:10][CH:9]=[CH:8][C:7]=1[C:12]1[CH:17]=[CH:16][C:15]2[NH:18][C:26]([CH2:27][O:28][C:29]3[CH:34]=[CH:33][C:32]([C:35]([F:36])([F:37])[F:38])=[CH:31][CH:30]=3)=[N:19][C:14]=2[CH:13]=1)(=[O:4])=[O:5]. The yield is 0.980.